Dataset: Forward reaction prediction with 1.9M reactions from USPTO patents (1976-2016). Task: Predict the product of the given reaction. (1) Given the reactants [CH2:1]([O:8][C:9]1[C:10]([NH:16][C:17]2[S:18][C:19]3[C:24]([N:25]=2)=[CH:23][CH:22]=[CH:21][N:20]=3)=[N:11][CH:12]=[C:13](Br)[CH:14]=1)[C:2]1[CH:7]=[CH:6][CH:5]=[CH:4][CH:3]=1.C[Li].C([Li])CCC.[N:33]1[CH:38]=[CH:37][CH:36]=[CH:35][C:34]=1[S:39][S:39][C:34]1[CH:35]=[CH:36][CH:37]=[CH:38][N:33]=1.[ClH:47], predict the reaction product. The product is: [ClH:47].[ClH:47].[CH2:1]([O:8][C:9]1[C:10]([NH:16][C:17]2[S:18][C:19]3[C:24]([N:25]=2)=[CH:23][CH:22]=[CH:21][N:20]=3)=[N:11][CH:12]=[C:13]([S:39][C:34]2[CH:35]=[CH:36][CH:37]=[CH:38][N:33]=2)[CH:14]=1)[C:2]1[CH:7]=[CH:6][CH:5]=[CH:4][CH:3]=1. (2) Given the reactants [NH2:1][C:2]1[N:3]=[CH:4][C:5]2[C:10]([C:11]([C:13]3[CH:14]=[C:15]([NH:19][C:20](=[O:29])[CH2:21][C:22]4[CH:27]=[CH:26][C:25](Br)=[CH:24][N:23]=4)[CH:16]=[N:17][CH:18]=3)=[O:12])=[CH:9][N:8]([C:30]([CH3:34])([CH3:33])[CH2:31][OH:32])[C:6]=2[N:7]=1.[CH3:35][N:36](C=O)C, predict the reaction product. The product is: [NH2:1][C:2]1[N:3]=[CH:4][C:5]2[C:10]([C:11]([C:13]3[CH:14]=[C:15]([NH:19][C:20](=[O:29])[CH2:21][C:22]4[CH:27]=[CH:26][C:25]([C:35]#[N:36])=[CH:24][N:23]=4)[CH:16]=[N:17][CH:18]=3)=[O:12])=[CH:9][N:8]([C:30]([CH3:34])([CH3:33])[CH2:31][OH:32])[C:6]=2[N:7]=1.